Predict the reactants needed to synthesize the given product. From a dataset of Retrosynthesis with 50K atom-mapped reactions and 10 reaction types from USPTO. Given the product CC(C)(C)c1ccc(Cn2ccc3cc(-c4ccc(C(C)(C)C)cc4)ccc32)cc1, predict the reactants needed to synthesize it. The reactants are: CC(C)(C)c1ccc(B(O)O)cc1.CC(C)(C)c1ccc(Cn2ccc3cc(Br)ccc32)cc1.